This data is from Full USPTO retrosynthesis dataset with 1.9M reactions from patents (1976-2016). The task is: Predict the reactants needed to synthesize the given product. Given the product [C:19]([O:18][C:16](=[O:17])[NH:1][C:2]1[CH:7]=[CH:6][N:5]=[C:4]([CH3:8])[CH:3]=1)([CH3:22])([CH3:21])[CH3:20], predict the reactants needed to synthesize it. The reactants are: [NH2:1][C:2]1[CH:7]=[CH:6][N:5]=[C:4]([CH3:8])[CH:3]=1.C(N(CC)CC)C.[C:16](O[C:16]([O:18][C:19]([CH3:22])([CH3:21])[CH3:20])=[O:17])([O:18][C:19]([CH3:22])([CH3:21])[CH3:20])=[O:17].